This data is from Retrosynthesis with 50K atom-mapped reactions and 10 reaction types from USPTO. The task is: Predict the reactants needed to synthesize the given product. (1) Given the product COCO[C@@H]1CCN(CC#CCN(C)C)C1=O, predict the reactants needed to synthesize it. The reactants are: C#CCN1CC[C@@H](OCOC)C1=O.C=O.CNC. (2) Given the product Nc1ncn(-c2cccc(C(F)(F)F)c2)n1, predict the reactants needed to synthesize it. The reactants are: O=[N+]([O-])c1ncn(-c2cccc(C(F)(F)F)c2)n1. (3) Given the product Cc1cc(-c2cn(CC3CN(C)C3)c(C3CCN(c4ncnc(N)c4Cl)CC3)n2)ccc1F, predict the reactants needed to synthesize it. The reactants are: Cc1cc(-c2cn(CC3CN(C)C3)c(C3CCNCC3)n2)ccc1F.Nc1ncnc(Cl)c1Cl. (4) Given the product Cn1c(C(F)(F)F)ccc(-c2c(F)cc(Cl)c3oc(CO)cc23)c1=O, predict the reactants needed to synthesize it. The reactants are: COCc1cc2c(-c3ccc(C(F)(F)F)n(C)c3=O)c(F)cc(Cl)c2o1. (5) Given the product Cn1cc(CCO)c2ccccc21, predict the reactants needed to synthesize it. The reactants are: CI.OCCc1c[nH]c2ccccc12. (6) Given the product CN1CCC(C2CCN(C(=O)c3ccc(-c4ccc5ncc(-c6ccc(C#N)cc6)n5c4)cc3)CC2)CC1, predict the reactants needed to synthesize it. The reactants are: CN1CCC(C2CCNCC2)CC1.N#Cc1ccc(-c2cnc3ccc(-c4ccc(C(=O)O)cc4)cn23)cc1. (7) Given the product O=C1Nc2ccc3ccccc3c2CCC1Cl, predict the reactants needed to synthesize it. The reactants are: O=C1Nc2ccc3ccccc3c2CCC1(Cl)Cl.